Dataset: Full USPTO retrosynthesis dataset with 1.9M reactions from patents (1976-2016). Task: Predict the reactants needed to synthesize the given product. (1) Given the product [N+:8]([C:3]1[CH:4]=[N:5][CH:6]=[CH:7][C:2]=1[S:20][CH:18]([CH3:19])[CH3:17])([O-:10])=[O:9], predict the reactants needed to synthesize it. The reactants are: Cl[C:2]1[CH:7]=[CH:6][N:5]=[CH:4][C:3]=1[N+:8]([O-:10])=[O:9].C(=O)([O-])[O-].[K+].[K+].[CH3:17][CH:18]([SH:20])[CH3:19].CCCCCC.CCOC(C)=O. (2) Given the product [Br:1][C:2]1[CH:7]=[CH:6][C:5]([O:8][C:10]2[CH:15]=[CH:14][CH:13]=[CH:12][CH:11]=2)=[C:4]([CH3:9])[CH:3]=1, predict the reactants needed to synthesize it. The reactants are: [Br:1][C:2]1[CH:7]=[CH:6][C:5]([OH:8])=[C:4]([CH3:9])[CH:3]=1.[C:10]1(B(O)O)[CH:15]=[CH:14][CH:13]=[CH:12][CH:11]=1.BrC1C=CC(OC2C=CC=CC=2)=C(Cl)C=1.CO[C@@H]1[C@@H](C(OC)=O)[C@@H]2[C@@H](CN3[C@H](C2)C2NC4C=C(OC)C=CC=4C=2CC3)C[C@H]1OC(C1C=C(OC)C(OC)=C(OC)C=1)=O.